From a dataset of Full USPTO retrosynthesis dataset with 1.9M reactions from patents (1976-2016). Predict the reactants needed to synthesize the given product. Given the product [OH:21][CH2:20][C:18]1[N:19]=[C:14]([CH2:13][O:1][C:2]2[CH:3]=[C:4]([CH:7]=[CH:8][C:9]=2[O:10][CH3:11])[CH:5]=[O:6])[CH:15]=[CH:16][CH:17]=1, predict the reactants needed to synthesize it. The reactants are: [OH:1][C:2]1[CH:3]=[C:4]([CH:7]=[CH:8][C:9]=1[O:10][CH3:11])[CH:5]=[O:6].Br[CH2:13][C:14]1[N:19]=[C:18]([CH2:20][OH:21])[CH:17]=[CH:16][CH:15]=1.C(=O)([O-])[O-].[K+].[K+].